The task is: Predict the product of the given reaction.. This data is from Forward reaction prediction with 1.9M reactions from USPTO patents (1976-2016). (1) Given the reactants [I].[Na].C(=O)([O-])[O-].[K+].[K+].C(N[C:14]1([CH2:34][CH2:35][CH2:36][CH2:37]Cl)[CH2:19][N:18]2[N:20]=[C:21]([CH3:32])[C:22]([C:23]3[C:28]([CH3:29])=[CH:27][C:26]([CH3:30])=[CH:25][C:24]=3[CH3:31])=[C:17]2[N:16]=[C:15]1[CH3:33])CCC.O, predict the reaction product. The product is: [CH2:15]([N:16]1[CH2:37][CH2:36][CH2:35][CH2:34][C:14]2[C:15]([CH3:33])=[N:16][C:17]3[N:18]([N:20]=[C:21]([CH3:32])[C:22]=3[C:23]3[C:28]([CH3:29])=[CH:27][C:26]([CH3:30])=[CH:25][C:24]=3[CH3:31])[C:19]1=2)[CH2:14][CH2:34][CH3:35]. (2) Given the reactants [NH2:1][C@@H:2]([CH2:6][Si:7]([CH3:10])([CH3:9])[CH3:8])[C:3]([OH:5])=[O:4].[OH-].[K+].[C:13](O[C:13]([O:15][C:16]([CH3:19])([CH3:18])[CH3:17])=[O:14])([O:15][C:16]([CH3:19])([CH3:18])[CH3:17])=[O:14], predict the reaction product. The product is: [C:16]([O:15][C:13]([NH:1][C@@H:2]([CH2:6][Si:7]([CH3:10])([CH3:9])[CH3:8])[C:3]([OH:5])=[O:4])=[O:14])([CH3:19])([CH3:18])[CH3:17]. (3) The product is: [Cl:12][CH2:2][C:3]1[N:4]([CH3:9])[C:5](=[O:8])[NH:6][N:7]=1. Given the reactants O[CH2:2][C:3]1[N:4]([CH3:9])[C:5](=[O:8])[NH:6][N:7]=1.S(Cl)([Cl:12])=O, predict the reaction product. (4) Given the reactants [F:1][C:2]1[C:8]([O:9][CH3:10])=[CH:7][C:6]([O:11][CH3:12])=[C:5]([F:13])[C:3]=1[NH2:4].[Cl:14][C:15]1[C:20]([CH2:21]Cl)=[CH:19][N:18]=[C:17]2[N:23]([CH2:26][C:27]3[CH:32]=[CH:31][C:30]([O:33][CH3:34])=[CH:29][CH:28]=3)[N:24]=[CH:25][C:16]=12, predict the reaction product. The product is: [Cl:14][C:15]1[C:20]([CH2:21][NH:4][C:3]2[C:2]([F:1])=[C:8]([O:9][CH3:10])[CH:7]=[C:6]([O:11][CH3:12])[C:5]=2[F:13])=[CH:19][N:18]=[C:17]2[N:23]([CH2:26][C:27]3[CH:32]=[CH:31][C:30]([O:33][CH3:34])=[CH:29][CH:28]=3)[N:24]=[CH:25][C:16]=12. (5) Given the reactants [H-].[Na+].[CH2:3]([P:12](=[O:19])([O:16][CH2:17][CH3:18])[O:13][CH2:14][CH3:15])P(=O)(OCC)OCC.[N:20]1[CH:25]=[CH:24][CH:23]=[C:22]([CH:26]=O)[CH:21]=1, predict the reaction product. The product is: [N:20]1[CH:25]=[CH:24][CH:23]=[C:22]([CH2:26][CH2:3][P:12](=[O:19])([O:13][CH2:14][CH3:15])[O:16][CH2:17][CH3:18])[CH:21]=1. (6) Given the reactants [CH:1]1[C:6]([NH2:7])=[CH:5][CH:4]=[C:3]([NH:8][C:9]2[CH:14]=[CH:13][C:12]([NH2:15])=[CH:11][CH:10]=2)[CH:2]=1.[N:16]1([C:22](Cl)=[O:23])[CH2:21][CH2:20][O:19][CH2:18][CH2:17]1.[OH:25][CH:26]1[CH2:31][CH2:30][N:29]([C:32]2[CH:40]=[CH:39][C:35]([C:36](O)=[O:37])=[CH:34][CH:33]=2)[CH2:28][CH2:27]1, predict the reaction product. The product is: [OH:25][CH:26]1[CH2:27][CH2:28][N:29]([C:32]2[CH:40]=[CH:39][C:35]([C:36]([NH:15][C:12]3[CH:13]=[CH:14][C:9]([NH:8][C:3]4[CH:2]=[CH:1][C:6]([NH:7][C:22]([N:16]5[CH2:21][CH2:20][O:19][CH2:18][CH2:17]5)=[O:23])=[CH:5][CH:4]=4)=[CH:10][CH:11]=3)=[O:37])=[CH:34][CH:33]=2)[CH2:30][CH2:31]1.